This data is from Catalyst prediction with 721,799 reactions and 888 catalyst types from USPTO. The task is: Predict which catalyst facilitates the given reaction. Reactant: [C:1]([N:4]1[C:13]2[C:8](=[CH:9][C:10]([Br:14])=[CH:11][CH:12]=2)[CH:7]([NH:15]C=O)[CH2:6][CH:5]1[CH2:18][CH2:19][CH3:20])(=[O:3])[CH3:2].Cl.C([O-])(O)=O.[Na+]. Product: [C:1]([N:4]1[C:13]2[C:8](=[CH:9][C:10]([Br:14])=[CH:11][CH:12]=2)[C@H:7]([NH2:15])[CH2:6][C@@H:5]1[CH2:18][CH2:19][CH3:20])(=[O:3])[CH3:2]. The catalyst class is: 8.